Dataset: Reaction yield outcomes from USPTO patents with 853,638 reactions. Task: Predict the reaction yield, written as a fraction of the theoretical maximum amount of product (1.0 means a 100% yield; for example, 0.34 means a 34% yield). (1) The reactants are [C:1]([C:3]1[C:4]([NH2:10])=[N:5][C:6]([NH2:9])=[CH:7][CH:8]=1)#[CH:2].[CH2:11]([O:15][CH2:16][C:17]1[CH:22]=[CH:21][C:20]([CH2:23][C:24](Cl)=[N:25][OH:26])=[CH:19][CH:18]=1)[CH2:12][CH2:13][CH3:14].C(N(CC)CC)C. The catalyst is O1CCCC1. The product is [CH2:11]([O:15][CH2:16][C:17]1[CH:18]=[CH:19][C:20]([CH2:23][C:24]2[CH:2]=[C:1]([C:3]3[C:4]([NH2:10])=[N:5][C:6]([NH2:9])=[CH:7][CH:8]=3)[O:26][N:25]=2)=[CH:21][CH:22]=1)[CH2:12][CH2:13][CH3:14]. The yield is 0.130. (2) The reactants are [NH2:1][C:2]1[CH:10]=[C:9]([N+:11]([O-:13])=[O:12])[C:8]([O:14][CH3:15])=[CH:7][C:3]=1[C:4]([NH2:6])=[O:5].C(Cl)(=O)[C:17](Cl)=[O:18]. The catalyst is O1CCCC1.C(Cl)(Cl)Cl. The product is [CH3:15][O:14][C:8]1[CH:7]=[C:3]2[C:2](=[CH:10][C:9]=1[N+:11]([O-:13])=[O:12])[NH:1][C:17](=[O:18])[NH:6][C:4]2=[O:5]. The yield is 1.00. (3) The reactants are [Li+].CCC[CH2-].[Cl:6][C:7]1[N:8]=[C:9]([N:16]2[CH2:21][CH2:20][O:19][CH2:18][CH2:17]2)[C:10]2[S:15][CH:14]=[CH:13][C:11]=2[N:12]=1.[I:22]I. The catalyst is C1COCC1. The product is [Cl:6][C:7]1[N:8]=[C:9]([N:16]2[CH2:21][CH2:20][O:19][CH2:18][CH2:17]2)[C:10]2[S:15][C:14]([I:22])=[CH:13][C:11]=2[N:12]=1. The yield is 0.750. (4) The reactants are [Cl:1][C:2]1[C:3]2[CH:4]3[NH:14][CH:7]([CH2:8][C:9]=2[CH:10]=[CH:11][C:12]=1[NH2:13])[CH2:6][CH2:5]3.Cl[C:16]1[N:21]=[C:20]([NH:22][C:23]2[CH:32]=[CH:31][CH:30]=[CH:29][C:24]=2[C:25]([NH:27][CH3:28])=[O:26])[C:19]([Cl:33])=[CH:18][N:17]=1. No catalyst specified. The product is [Cl:33][C:19]1[C:20]([NH:22][C:23]2[CH:32]=[CH:31][CH:30]=[CH:29][C:24]=2[C:25]([NH:27][CH3:28])=[O:26])=[N:21][C:16]([NH:13][C:12]2[CH:11]=[CH:10][C:9]3[CH2:8][CH:7]4[NH:14][CH:4]([CH2:5][CH2:6]4)[C:3]=3[C:2]=2[Cl:1])=[N:17][CH:18]=1. The yield is 0.490. (5) The reactants are [N:1]12[CH2:8][CH2:7][C:4]([C:9]([C:17]3[CH:22]=[CH:21][CH:20]=[CH:19][CH:18]=3)([C:11]3[CH:16]=[CH:15][CH:14]=[CH:13][CH:12]=3)[OH:10])([CH2:5][CH2:6]1)[CH2:3][CH2:2]2.[Br:23][CH2:24][C:25]([C:27]1[CH:32]=[CH:31][CH:30]=[CH:29][CH:28]=1)=[O:26]. The catalyst is CC#N. The product is [Br-:23].[OH:10][C:9]([C:17]1[CH:22]=[CH:21][CH:20]=[CH:19][CH:18]=1)([C:11]1[CH:12]=[CH:13][CH:14]=[CH:15][CH:16]=1)[C:4]12[CH2:5][CH2:6][N+:1]([CH2:24][C:25](=[O:26])[C:27]3[CH:32]=[CH:31][CH:30]=[CH:29][CH:28]=3)([CH2:2][CH2:3]1)[CH2:8][CH2:7]2. The yield is 0.430. (6) The reactants are [CH2:1]([O:3]CC)C.Br[C:7]1[CH:8]=[CH:9][C:10]([O:13][CH2:14][C:15]2[CH:20]=[CH:19][C:18]([F:21])=[CH:17][CH:16]=2)=[N:11][CH:12]=1.C([Li])CCC.CN(C)C=O. The catalyst is O. The product is [F:21][C:18]1[CH:19]=[CH:20][C:15]([CH2:14][O:13][C:10]2[N:11]=[CH:12][C:7]([CH:1]=[O:3])=[CH:8][CH:9]=2)=[CH:16][CH:17]=1. The yield is 0.725.